From a dataset of Peptide-MHC class II binding affinity with 134,281 pairs from IEDB. Regression. Given a peptide amino acid sequence and an MHC pseudo amino acid sequence, predict their binding affinity value. This is MHC class II binding data. (1) The peptide sequence is KLIEKINAGFKAALAAAAGV. The MHC is DRB1_1001 with pseudo-sequence DRB1_1001. The binding affinity (normalized) is 0.996. (2) The peptide sequence is TTKHPDYAILAARIAVSNLHK. The MHC is DRB1_0101 with pseudo-sequence DRB1_0101. The binding affinity (normalized) is 0.692.